The task is: Binary Classification. Given a miRNA mature sequence and a target amino acid sequence, predict their likelihood of interaction.. This data is from Experimentally validated miRNA-target interactions with 360,000+ pairs, plus equal number of negative samples. (1) The miRNA is hsa-miR-374c-3p with sequence CACUUAGCAGGUUGUAUUAUAU. The protein sequence of the target gene is MTSKPHSDWIPYSVLDDEGRNLRQQKLDRQRALLEQKQKKKRQEPLMVQANADGRPRSRRARQSEEQAPLVESYLSSSGSTSYQVQEADSLASVQLGATRPTAPASAKRTKAAATAGGQGGAARKEKKGKHKGTSGPAALAEDKSEAQGPVQILTVGQSDHAQDAGETAAGGGERPSGQDLRATMQRKGISSSMSFDEDEEDEEENSSSSSQLNSNTRPSSATSRKSVREAASAPSPTAPEQPVDVEVQDLEEFALRPAPQGITIKCRITRDKKGMDRGMYPTYFLHLDREDGKKVFLLA.... Result: 1 (interaction). (2) The miRNA is hsa-miR-8060 with sequence CCAUGAAGCAGUGGGUAGGAGGAC. The protein sequence of the target gene is MDYDFKAKLAAERERVEDLFEYEGCKVGRGTYGHVYKARRKDGKDEKEYALKQIEGTGISMSACREIALLRELKHPNVIALQKVFLSHSDRKVWLLFDYAEHDLWHIIKFHRASKANKKPMQLPRSMVKSLLYQILDGIHYLHANWVLHRDLKPANILVMGEGPERGRVKIADMGFARLFNSPLKPLADLDPVVVTFWYRAPELLLGARHYTKAIDIWAIGCIFAELLTSEPIFHCRQEDIKTSNPFHHDQLDRIFSVMGFPADKDWEDIRKMPEYPTLQKDFRRTTYANSSLIKYMEKH.... Result: 0 (no interaction). (3) The miRNA is hsa-miR-940 with sequence AAGGCAGGGCCCCCGCUCCCC. The protein sequence of the target gene is MELLTFRDVAIEFSPEEWKCLDPDQQNLYRDVMLENYRNLVSLGVAISNPDLVTCLEQRKEPYNVKIHKIVARPPAMCSHFTQDHWPVQGIEDSFHKLILRRYEKCGHDNLQLRKGCKSLNECKLQKGGYNEFNECLSTTQSKILQCKASVKVVSKFSNSNKRKTRHTGEKHFKECGKSFQKFSHLTQHKVIHAGEKPYTCEECGKAFKWSLIFNEHKRIHTGEKPFTCEECGSIFTTSSHFAKHKIIHTGEKPYKCEECGKAFNRFTTLTKHKRIHAGEKPITCEECRKIFTSSSNFAK.... Result: 1 (interaction). (4) The miRNA is hsa-miR-187-3p with sequence UCGUGUCUUGUGUUGCAGCCGG. The protein sequence of the target gene is MDHLNEATQGKEHSEMSNNVSDPKGPPAKIARLEQNGSPLGRGRLGSTGAKMQGVPLKHSGHLMKTNLRKGTMLPVFCVVEHYENAIEYDCKEEHAEFVLVRKDMLFNQLIEMALLSLGYSHSSAAQAKGLIQVGKWNPVPLSYVTDAPDATVADMLQDVYHVVTLKIQLHSCPKLEDLPPEQWSHTTVRNALKDLLKDMNQSSLAKECPLSQSMISSIVNSTYYANVSAAKCQEFGRWYKHFKKTKDMMVEMDSLSELSQQGANHVNFGQQPVPGNTAEQPPSPAQLSHGSQPSVRTPL.... Result: 0 (no interaction).